This data is from Catalyst prediction with 721,799 reactions and 888 catalyst types from USPTO. The task is: Predict which catalyst facilitates the given reaction. (1) Reactant: C[O:2][C:3]([C:5]1[CH:14]=[CH:13][C:12]2[C:7](=[CH:8][CH:9]=[CH:10][CH:11]=2)[C:6]=1[O:15][CH2:16][CH2:17][O:18][C:19]1[CH:24]=[CH:23][CH:22]=[CH:21][CH:20]=1)=[O:4].[OH-].[Na+].CO. Product: [O:18]([CH2:17][CH2:16][O:15][C:6]1[C:7]2[C:12](=[CH:11][CH:10]=[CH:9][CH:8]=2)[CH:13]=[CH:14][C:5]=1[C:3]([OH:4])=[O:2])[C:19]1[CH:24]=[CH:23][CH:22]=[CH:21][CH:20]=1. The catalyst class is: 1. (2) Reactant: FC(F)(F)C(O)=O.[NH2:8][CH2:9][C:10]([NH:12][C:13]1[CH:22]=[CH:21][C:16]([C:17]([O:19][CH3:20])=[O:18])=[CH:15][C:14]=1[F:23])=[O:11].[CH3:24][C:25]([CH3:31])([CH2:28][CH:29]=O)[C:26]#[N:27].CCN(CC)CC. Product: [C:26]([C:25]([CH3:31])([CH3:24])[CH2:28]/[CH:29]=[N:8]/[CH2:9][C:10]([NH:12][C:13]1[CH:22]=[CH:21][C:16]([C:17]([O:19][CH3:20])=[O:18])=[CH:15][C:14]=1[F:23])=[O:11])#[N:27]. The catalyst class is: 2.